Dataset: Forward reaction prediction with 1.9M reactions from USPTO patents (1976-2016). Task: Predict the product of the given reaction. (1) Given the reactants [NH2:1][C:2]1[CH:3]=[C:4]([OH:11])[C:5](=[CH:9][CH:10]=1)[C:6]([OH:8])=[O:7].[Br:12][C:13]1[S:17][C:16]([S:18](Cl)(=[O:20])=[O:19])=[CH:15][CH:14]=1.CCOC(C)=O, predict the reaction product. The product is: [Br:12][C:13]1[S:17][C:16]([S:18]([NH:1][C:2]2[CH:10]=[CH:9][C:5]([C:6]([OH:8])=[O:7])=[C:4]([OH:11])[CH:3]=2)(=[O:20])=[O:19])=[CH:15][CH:14]=1. (2) Given the reactants [C:1]([C:3]1[CH:4]=[C:5]([C:9]2[CH:14]=[CH:13][CH:12]=[C:11]([CH:15]=[C:16]3[CH2:21][CH2:20][N:19]([C:22]([O:24][C:25]([CH3:28])([CH3:27])[CH3:26])=[O:23])[CH2:18][CH2:17]3)[CH:10]=2)[CH:6]=[CH:7][CH:8]=1)#[N:2].Cl, predict the reaction product. The product is: [NH2:2][CH2:1][C:3]1[CH:4]=[C:5]([C:9]2[CH:14]=[CH:13][CH:12]=[C:11]([CH2:15][CH:16]3[CH2:21][CH2:20][N:19]([C:22]([O:24][C:25]([CH3:28])([CH3:27])[CH3:26])=[O:23])[CH2:18][CH2:17]3)[CH:10]=2)[CH:6]=[CH:7][CH:8]=1. (3) The product is: [NH2:1][C:2]1[CH:3]=[C:4]([C:10]2([CH3:24])[C:19](=[O:20])[C:18]3[C:13](=[C:14]([Br:22])[CH:15]=[C:16]([Br:21])[CH:17]=3)[NH:12][C:11]2=[O:23])[CH:5]=[CH:6][C:7]=1[OH:8]. Given the reactants [NH2:1][C:2]1[CH:3]=[C:4]([C:10]2([CH3:24])[C:19](=[O:20])[C:18]3[C:13](=[C:14]([Br:22])[CH:15]=[C:16]([Br:21])[CH:17]=3)[NH:12][C:11]2=[O:23])[CH:5]=[CH:6][C:7]=1[O:8]C.B(Br)(Br)Br.CCCCCC, predict the reaction product. (4) Given the reactants FC(F)(F)C(O)=O.[CH2:8]([NH:12][C:13]1[NH:21][C:20]2[C:16]([N:17]=[C:18]([O:22][CH3:23])[N:19]=2)=[C:15]([NH2:24])[N:14]=1)[CH2:9][CH2:10][CH3:11].Br[CH2:26][CH2:27][CH2:28][CH2:29][CH:30]1[CH2:35][CH2:34][CH2:33][CH2:32][O:31]1, predict the reaction product. The product is: [CH2:8]([NH:12][C:13]1[N:21]=[C:20]2[C:16]([N:17]=[C:18]([O:22][CH3:23])[N:19]2[CH2:26][CH2:27][CH2:28][CH2:29][CH:30]2[CH2:35][CH2:34][CH2:33][CH2:32][O:31]2)=[C:15]([NH2:24])[N:14]=1)[CH2:9][CH2:10][CH3:11]. (5) Given the reactants [N:1]([CH2:4]/[C:5](=[N:9]\[NH:10][C:11]1[S:12][CH:13]=[C:14]([C:16]2[CH:21]=[CH:20][C:19]([Cl:22])=[C:18]([Cl:23])[CH:17]=2)[N:15]=1)/[C:6]([OH:8])=[O:7])=[N+:2]=[N-:3].C([N:27](C(C)C)CC)(C)C.[C:33]([C:35]1[CH:40]=[CH:39][CH:38]=[CH:37][N:36]=1)#[CH:34], predict the reaction product. The product is: [Cl:23][C:18]1[CH:17]=[C:16]([C:14]2[N:15]=[C:11]([NH:10]/[N:9]=[C:5](\[CH2:4][N:1]3[CH:34]=[C:33]([C:35]4[CH:40]=[CH:39][CH:38]=[CH:37][N:36]=4)[N:3]=[N:2]3)/[C:6]([O-:8])=[O:7])[S:12][CH:13]=2)[CH:21]=[CH:20][C:19]=1[Cl:22].[NH4+:27]. (6) The product is: [CH:26]([C:16]1[CH:15]=[CH:14][C:13]2[N:12]3[CH2:11][CH2:10][NH:9][CH:29]4[CH2:30][CH2:31][CH2:32][C:19]([C:18]=2[CH:17]=1)=[C:24]34)([CH3:28])[CH3:27]. Given the reactants Cl.C([N:9]([CH2:29][C:30]1C=CC=[CH:32][CH:31]=1)[CH2:10][CH2:11][N:12]1[C:24]2C(=O)CCC[C:19]=2[C:18]2[C:13]1=[CH:14][CH:15]=[C:16]([CH:26]([CH3:28])[CH3:27])[CH:17]=2)C1C=CC=CC=1, predict the reaction product. (7) Given the reactants [Cl:1][C:2]1[CH:3]=[C:4]([C:8]2[O:12][N:11]=[CH:10][C:9]=2[C:13]([OH:15])=O)[CH:5]=[CH:6][CH:7]=1.[F:16][C:17]([F:28])([F:27])[O:18][C:19]1[CH:26]=[CH:25][C:22]([CH2:23][NH2:24])=[CH:21][CH:20]=1, predict the reaction product. The product is: [Cl:1][C:2]1[CH:3]=[C:4]([C:8]2[O:12][N:11]=[CH:10][C:9]=2[C:13]([NH:24][CH2:23][C:22]2[CH:25]=[CH:26][C:19]([O:18][C:17]([F:16])([F:27])[F:28])=[CH:20][CH:21]=2)=[O:15])[CH:5]=[CH:6][CH:7]=1.